From a dataset of Reaction yield outcomes from USPTO patents with 853,638 reactions. Predict the reaction yield, written as a fraction of the theoretical maximum amount of product (1.0 means a 100% yield; for example, 0.34 means a 34% yield). (1) The reactants are Cl[C:2]1[N:6]([CH:7]2[CH2:12][CH2:11][N:10]([C:13]3([C:20]4[CH:25]=[CH:24][CH:23]=[CH:22][CH:21]=4)[CH2:19][CH2:18][CH2:17][CH2:16][CH2:15][CH2:14]3)[CH2:9][CH2:8]2)[C:5]2[CH:26]=[CH:27][CH:28]=[CH:29][C:4]=2[N:3]=1.[C:30]([O:34][C:35]([N:37]1[CH:42]2[CH2:43][CH2:44][CH:38]1[CH2:39][NH:40][CH2:41]2)=[O:36])([CH3:33])([CH3:32])[CH3:31]. The catalyst is CO. The product is [C:20]1([C:13]2([N:10]3[CH2:11][CH2:12][CH:7]([N:6]4[C:5]5[CH:26]=[CH:27][CH:28]=[CH:29][C:4]=5[N:3]=[C:2]4[N:40]4[CH2:41][CH:42]5[N:37]([C:35]([O:34][C:30]([CH3:33])([CH3:32])[CH3:31])=[O:36])[CH:38]([CH2:44][CH2:43]5)[CH2:39]4)[CH2:8][CH2:9]3)[CH2:19][CH2:18][CH2:17][CH2:16][CH2:15][CH2:14]2)[CH:25]=[CH:24][CH:23]=[CH:22][CH:21]=1. The yield is 0.740. (2) The reactants are C[O:2][C:3](=[O:14])[C:4]1[CH:9]=[C:8]([N+:10]([O-:12])=[O:11])[CH:7]=[C:6](N)[CH:5]=1.[OH:15]S(O)(=O)=O.N([O-])=O.[Na+].[NH4+].[OH-]. The catalyst is O. The product is [OH:15][C:6]1[CH:5]=[C:4]([CH:9]=[C:8]([N+:10]([O-:12])=[O:11])[CH:7]=1)[C:3]([OH:2])=[O:14]. The yield is 0.390. (3) The reactants are [C:1](#[N:4])[CH:2]=[CH2:3].[N+:5]([CH:8]([CH3:10])[CH3:9])([O-:7])=[O:6]. The catalyst is [Cl-].C([N+](C)(C)C)CCCCCCCCCCCCCCC.[OH-].[Na+]. The product is [CH3:9][C:8]([N+:5]([O-:7])=[O:6])([CH3:10])[CH2:3][CH2:2][C:1]#[N:4]. The yield is 0.646. (4) The yield is 0.800. The reactants are [Cl:1][C:2]1[CH:29]=[CH:28][C:5]2[NH:6][C:7](=[O:27])[CH:8]([CH2:19][C:20]3[CH:25]=[CH:24][CH:23]=[CH:22][C:21]=3[CH3:26])[N:9]=[C:10]([C:11]3[CH:16]=[CH:15][C:14]([O:17]C)=[CH:13][CH:12]=3)[C:4]=2[CH:3]=1.CCS.[Al](Br)(Br)Br. The product is [Cl:1][C:2]1[CH:29]=[CH:28][C:5]2[NH:6][C:7](=[O:27])[CH:8]([CH2:19][C:20]3[CH:25]=[CH:24][CH:23]=[CH:22][C:21]=3[CH3:26])[N:9]=[C:10]([C:11]3[CH:16]=[CH:15][C:14]([OH:17])=[CH:13][CH:12]=3)[C:4]=2[CH:3]=1. The catalyst is C(Br)Br.